From a dataset of Reaction yield outcomes from USPTO patents with 853,638 reactions. Predict the reaction yield, written as a fraction of the theoretical maximum amount of product (1.0 means a 100% yield; for example, 0.34 means a 34% yield). (1) The reactants are C[O:2][C:3]1[CH:4]=[C:5]([C:9]2[CH:14]=[CH:13][CH:12]=[C:11]([C:15]([NH2:17])=[O:16])[CH:10]=2)[CH:6]=[CH:7][CH:8]=1.B(Br)(Br)Br. The catalyst is C(Cl)Cl. The product is [OH:2][C:3]1[CH:4]=[C:5]([C:9]2[CH:14]=[CH:13][CH:12]=[C:11]([C:15]([NH2:17])=[O:16])[CH:10]=2)[CH:6]=[CH:7][CH:8]=1. The yield is 0.910. (2) The reactants are Cl[C:2]1[N:7]=[C:6]([Cl:8])[N:5]=[C:4]([N:9]2[CH:14]([CH3:15])[CH2:13][O:12][CH2:11][CH:10]2[CH3:16])[N:3]=1.[CH3:17][NH:18][C:19]([NH:21][C:22]1[CH:27]=[CH:26][C:25](B2OC(C)(C)C(C)(C)O2)=[CH:24][CH:23]=1)=[O:20]. No catalyst specified. The product is [Cl:8][C:6]1[N:5]=[C:4]([N:9]2[CH:14]([CH3:15])[CH2:13][O:12][CH2:11][CH:10]2[CH3:16])[N:3]=[C:2]([C:25]2[CH:24]=[CH:23][C:22]([NH:21][C:19]([NH:18][CH3:17])=[O:20])=[CH:27][CH:26]=2)[N:7]=1. The yield is 0.160. (3) The reactants are [N:1]([C:4]1[CH:11]=[CH:10][C:7]([C:8]#[N:9])=[C:6]([C:12]([F:15])([F:14])[F:13])[CH:5]=1)=[C:2]=[S:3].[CH3:16][C:17]([NH:21][C:22]1[CH:27]=[CH:26][CH:25]=[CH:24][CH:23]=1)([CH3:20])[C:18]#N.C[OH:29].Cl. The catalyst is CN(C=O)C.O. The product is [C:22]1([N:21]2[C:17]([CH3:16])([CH3:20])[C:18](=[O:29])[N:1]([C:4]3[CH:11]=[CH:10][C:7]([C:8]#[N:9])=[C:6]([C:12]([F:13])([F:15])[F:14])[CH:5]=3)[C:2]2=[S:3])[CH:27]=[CH:26][CH:25]=[CH:24][CH:23]=1. The yield is 0.710. (4) The reactants are [CH3:1][O:2][C:3]([C:5]1[CH:27]=[C:8]2[NH:9][C:10]([C:20]3[CH:25]=[CH:24][C:23](Br)=[CH:22][CH:21]=3)=[C:11]([CH:14]3[CH2:19][CH2:18][CH2:17][CH2:16][CH2:15]3)[C:12](=[O:13])[N:7]2[N:6]=1)=[O:4].B1([CH2:37][C:38]2[CH:43]=[CH:42][CH:41]=[CH:40][CH:39]=2)C2CCCC1CCC2.P([O-])([O-])([O-])=O.[K+].[K+].[K+].O1CCOCC1. The catalyst is [Pd].C1COCC1.ClCCl. The product is [CH3:1][O:2][C:3]([C:5]1[CH:27]=[C:8]2[NH:9][C:10]([C:20]3[CH:25]=[CH:24][C:23]([CH2:37][C:38]4[CH:43]=[CH:42][CH:41]=[CH:40][CH:39]=4)=[CH:22][CH:21]=3)=[C:11]([CH:14]3[CH2:19][CH2:18][CH2:17][CH2:16][CH2:15]3)[C:12](=[O:13])[N:7]2[N:6]=1)=[O:4]. The yield is 0.330.